From a dataset of Peptide-MHC class I binding affinity with 185,985 pairs from IEDB/IMGT. Regression. Given a peptide amino acid sequence and an MHC pseudo amino acid sequence, predict their binding affinity value. This is MHC class I binding data. (1) The peptide sequence is GVAKAVDFI. The MHC is Patr-B0101 with pseudo-sequence Patr-B0101. The binding affinity (normalized) is 0.169. (2) The peptide sequence is CARRRLRTL. The MHC is HLA-A02:19 with pseudo-sequence HLA-A02:19. The binding affinity (normalized) is 0.0847. (3) The peptide sequence is GLEAYIQGI. The MHC is HLA-B39:01 with pseudo-sequence HLA-B39:01. The binding affinity (normalized) is 0.0847. (4) The peptide sequence is SIPKETNELT. The MHC is HLA-A02:01 with pseudo-sequence HLA-A02:01. The binding affinity (normalized) is 0. (5) The peptide sequence is YGWSYFHE. The MHC is Mamu-B3901 with pseudo-sequence Mamu-B3901. The binding affinity (normalized) is 0.0298. (6) The peptide sequence is FRDEAGAIL. The MHC is HLA-A68:02 with pseudo-sequence HLA-A68:02. The binding affinity (normalized) is 0.0847. (7) The peptide sequence is SEAREHLKNG. The MHC is HLA-B40:02 with pseudo-sequence HLA-B40:02. The binding affinity (normalized) is 0.187. (8) The peptide sequence is DHQAAFQYI. The MHC is Mamu-B8301 with pseudo-sequence Mamu-B8301. The binding affinity (normalized) is 0. (9) The peptide sequence is DRFFKTLRA. The MHC is HLA-A02:02 with pseudo-sequence HLA-A02:02. The binding affinity (normalized) is 0.